This data is from Reaction yield outcomes from USPTO patents with 853,638 reactions. The task is: Predict the reaction yield, written as a fraction of the theoretical maximum amount of product (1.0 means a 100% yield; for example, 0.34 means a 34% yield). (1) The reactants are [NH:1]1[CH2:6][CH2:5][CH2:4][CH2:3][CH2:2]1.C(=O)([O-])[O-].[K+].[K+].Br[CH2:14][CH2:15][C:16]#[CH:17]. The catalyst is C(#N)C.O. The product is [CH2:17]([N:1]1[CH2:6][CH2:5][CH2:4][CH2:3][CH2:2]1)[CH2:16][C:15]#[CH:14]. The yield is 0.400. (2) The reactants are [C:1]([O:4][CH2:5][C:6]([N:8]([C:20]1[CH:25]=[CH:24][C:23]([Cl:26])=[CH:22][CH:21]=1)[C@H:9]1[C:18]2[C:13](=[CH:14][CH:15]=[CH:16][CH:17]=2)[NH:12][C@@H:11]([CH3:19])[CH2:10]1)=[O:7])(=[O:3])[CH3:2].C(N(C(C)C)CC)(C)C.Cl[C:37]([C:39]1[CH:44]=[CH:43][C:42]([CH2:45][CH2:46][CH2:47][C:48]([CH3:54])([CH3:53])[C:49]([O:51][CH3:52])=[O:50])=[CH:41][CH:40]=1)=[O:38]. The catalyst is C(Cl)Cl. The product is [C:1]([O:4][CH2:5][C:6]([N:8]([C:20]1[CH:21]=[CH:22][C:23]([Cl:26])=[CH:24][CH:25]=1)[C@H:9]1[C:18]2[C:13](=[CH:14][CH:15]=[CH:16][CH:17]=2)[N:12]([C:37]([C:39]2[CH:44]=[CH:43][C:42]([CH2:45][CH2:46][CH2:47][C:48]([CH3:54])([CH3:53])[C:49]([O:51][CH3:52])=[O:50])=[CH:41][CH:40]=2)=[O:38])[C@@H:11]([CH3:19])[CH2:10]1)=[O:7])(=[O:3])[CH3:2]. The yield is 0.400. (3) The reactants are [NH2:1][C:2]1[CH:7]=[CH:6][C:5]([C:8]2[CH:13]=[CH:12][C:11]([C:14](=[O:26])[CH2:15][CH:16]([CH2:22][CH2:23][O:24][CH3:25])[C:17]([O:19]CC)=[O:18])=[CH:10][CH:9]=2)=[CH:4][CH:3]=1.[Cl:27][C:28]1[CH:33]=[CH:32][C:31]([CH2:34][C:35](Cl)=[O:36])=[CH:30][CH:29]=1. The catalyst is ClCCl. The product is [Cl:27][C:28]1[CH:33]=[CH:32][C:31]([CH2:34][C:35]([NH:1][C:2]2[CH:3]=[CH:4][C:5]([C:8]3[CH:9]=[CH:10][C:11]([C:14](=[O:26])[CH2:15][CH:16]([CH2:22][CH2:23][O:24][CH3:25])[C:17]([OH:19])=[O:18])=[CH:12][CH:13]=3)=[CH:6][CH:7]=2)=[O:36])=[CH:30][CH:29]=1. The yield is 0.410. (4) The reactants are [NH:1]1[C:11]2[C:6](=[CH:7][CH:8]=[CH:9][CH:10]=2)[C:4](=O)[C:2]1=[O:3].[C:12]([NH:20][NH2:21])(=[O:19])[C:13]1[CH:18]=[CH:17][CH:16]=[CH:15][CH:14]=1. No catalyst specified. The product is [CH2:2]([N:1]1[C:11]2[C:6](=[CH:7][CH:8]=[CH:9][CH:10]=2)/[C:4](=[N:21]/[NH:20][C:12](=[O:19])[C:13]2[CH:18]=[CH:17][CH:16]=[CH:15][CH:14]=2)/[C:2]1=[O:3])[CH2:4][CH2:6][CH3:7]. The yield is 0.653.